From a dataset of Peptide-MHC class I binding affinity with 185,985 pairs from IEDB/IMGT. Regression. Given a peptide amino acid sequence and an MHC pseudo amino acid sequence, predict their binding affinity value. This is MHC class I binding data. (1) The peptide sequence is AAITIATPI. The MHC is H-2-Kb with pseudo-sequence H-2-Kb. The binding affinity (normalized) is 0.0566. (2) The peptide sequence is LESLTDREL. The MHC is HLA-A68:02 with pseudo-sequence HLA-A68:02. The binding affinity (normalized) is 0.0847. (3) The binding affinity (normalized) is 0.0407. The MHC is H-2-Kb with pseudo-sequence H-2-Kb. The peptide sequence is DSLLNELSTM. (4) The MHC is Mamu-B52 with pseudo-sequence Mamu-B52. The binding affinity (normalized) is 0.256. The peptide sequence is ADILLHSTYF. (5) The peptide sequence is VPSAEDNYL. The MHC is HLA-B51:01 with pseudo-sequence HLA-B51:01. The binding affinity (normalized) is 0.104. (6) The peptide sequence is RRQWVLAFR. The MHC is HLA-B07:02 with pseudo-sequence HLA-B07:02. The binding affinity (normalized) is 0.176. (7) The peptide sequence is APRARTAAF. The MHC is HLA-B46:01 with pseudo-sequence HLA-B46:01. The binding affinity (normalized) is 0.0847. (8) The peptide sequence is DHQAAFQYI. The MHC is Mamu-A11 with pseudo-sequence Mamu-A11. The binding affinity (normalized) is 0.116. (9) The peptide sequence is VLALYSPPLI. The MHC is HLA-A02:01 with pseudo-sequence HLA-A02:01. The binding affinity (normalized) is 0.630. (10) The MHC is HLA-A02:19 with pseudo-sequence HLA-A02:19. The peptide sequence is GLQADAPHL. The binding affinity (normalized) is 0.574.